Dataset: Peptide-MHC class I binding affinity with 185,985 pairs from IEDB/IMGT. Task: Regression. Given a peptide amino acid sequence and an MHC pseudo amino acid sequence, predict their binding affinity value. This is MHC class I binding data. (1) The peptide sequence is DSVCACGLFK. The MHC is HLA-A11:01 with pseudo-sequence HLA-A11:01. The binding affinity (normalized) is 0.548. (2) The peptide sequence is RVLTARKTV. The MHC is HLA-A02:11 with pseudo-sequence HLA-A02:11. The binding affinity (normalized) is 0.0847. (3) The peptide sequence is RRQDILDLWI. The MHC is HLA-B44:02 with pseudo-sequence HLA-B44:02. The binding affinity (normalized) is 0.00555. (4) The peptide sequence is KVEKYLPEV. The MHC is HLA-A02:03 with pseudo-sequence HLA-A02:03. The binding affinity (normalized) is 0.525. (5) The peptide sequence is STPRPLRL. The binding affinity (normalized) is 1.00. The MHC is Mamu-A01 with pseudo-sequence Mamu-A01. (6) The peptide sequence is NHIDVELSL. The MHC is HLA-B38:01 with pseudo-sequence HLA-B38:01. The binding affinity (normalized) is 0.824. (7) The peptide sequence is NTFVNFNSVK. The MHC is HLA-A68:01 with pseudo-sequence HLA-A68:01. The binding affinity (normalized) is 0.659. (8) The peptide sequence is LTNKKYRCM. The MHC is HLA-A02:03 with pseudo-sequence HLA-A02:03. The binding affinity (normalized) is 0.0238.